From a dataset of Reaction yield outcomes from USPTO patents with 853,638 reactions. Predict the reaction yield, written as a fraction of the theoretical maximum amount of product (1.0 means a 100% yield; for example, 0.34 means a 34% yield). (1) The reactants are [I:1][C:2]1[CH:7]=[CH:6][N:5]=[C:4]([N:8]2[C:16]3[CH2:15][CH2:14][C:13]([CH3:18])([CH3:17])[CH2:12][C:11]=3[C:10]([C:19](O)=[O:20])=[N:9]2)[CH:3]=1.[Cl-].[NH4+:23]. The catalyst is CC1CCCO1. The product is [I:1][C:2]1[CH:7]=[CH:6][N:5]=[C:4]([N:8]2[C:16]3[CH2:15][CH2:14][C:13]([CH3:17])([CH3:18])[CH2:12][C:11]=3[C:10]([C:19]([NH2:23])=[O:20])=[N:9]2)[CH:3]=1. The yield is 0.610. (2) The reactants are CS(C)=O.[F:5][C:6]1[CH:24]=[CH:23][C:9]([CH2:10][O:11][C:12]2[CH:17]=[CH:16][C:15](/[CH:18]=[CH:19]/[N+:20]([O-:22])=[O:21])=[CH:14][N:13]=2)=[CH:8][CH:7]=1.C(O)(=O)C.[BH4-].[Na+]. The catalyst is O. The product is [F:5][C:6]1[CH:7]=[CH:8][C:9]([CH2:10][O:11][C:12]2[CH:17]=[CH:16][C:15]([CH2:18][CH2:19][N+:20]([O-:22])=[O:21])=[CH:14][N:13]=2)=[CH:23][CH:24]=1. The yield is 0.300.